Dataset: Forward reaction prediction with 1.9M reactions from USPTO patents (1976-2016). Task: Predict the product of the given reaction. (1) Given the reactants [CH:1]1([C:4]2[N:5]=[CH:6][C:7]([O:10][C@H:11]3[CH2:19][N:14]4[CH2:15][CH2:16][NH:17][CH2:18][C@@H:13]4[CH2:12]3)=[N:8][CH:9]=2)[CH2:3][CH2:2]1.C(N(CC)CC)C.[F:27][C:28]([F:40])([F:39])[C:29]1[CH:34]=[CH:33][CH:32]=[CH:31][C:30]=1[S:35](Cl)(=[O:37])=[O:36], predict the reaction product. The product is: [CH:1]1([C:4]2[N:5]=[CH:6][C:7]([O:10][C@H:11]3[CH2:19][N:14]4[CH2:15][CH2:16][N:17]([S:35]([C:30]5[CH:31]=[CH:32][CH:33]=[CH:34][C:29]=5[C:28]([F:27])([F:39])[F:40])(=[O:37])=[O:36])[CH2:18][C@@H:13]4[CH2:12]3)=[N:8][CH:9]=2)[CH2:3][CH2:2]1. (2) Given the reactants [CH:1]([C:4]1[CH:23]=[CH:22][C:7]([CH2:8][C:9]2[C:19]([CH3:20])=[CH:18][C:17]([CH3:21])=[CH:16][C:10]=2[O:11][CH2:12][C:13]([OH:15])=O)=[CH:6][CH:5]=1)([CH3:3])[CH3:2].C(Cl)(=O)C(Cl)=O.[CH3:30][CH:31]1[NH:33][CH2:32]1.C(N(CC)CC)C, predict the reaction product. The product is: [CH:1]([C:4]1[CH:23]=[CH:22][C:7]([CH2:8][C:9]2[C:19]([CH3:20])=[CH:18][C:17]([CH3:21])=[CH:16][C:10]=2[O:11][CH2:12][C:13]([N:33]2[CH2:32][CH:31]2[CH3:30])=[O:15])=[CH:6][CH:5]=1)([CH3:2])[CH3:3].